Dataset: Forward reaction prediction with 1.9M reactions from USPTO patents (1976-2016). Task: Predict the product of the given reaction. (1) Given the reactants [NH2:1][C:2]1[N:11]2[N:12]=[C:13]([C@@H:15]3[CH2:20][CH2:19][CH2:18][N:17](C(OC(C)(C)C)=O)[CH2:16]3)[N:14]=[C:10]2[C:9]2[C:4](=[C:5]3[O:30][C:29]([F:32])([F:31])[O:28][C:6]3=[CH:7][CH:8]=2)[N:3]=1.Cl, predict the reaction product. The product is: [F:32][C:29]1([F:31])[O:28][C:6]2=[CH:7][CH:8]=[C:9]3[C:4]([N:3]=[C:2]([NH2:1])[N:11]4[N:12]=[C:13]([C@@H:15]5[CH2:20][CH2:19][CH2:18][NH:17][CH2:16]5)[N:14]=[C:10]34)=[C:5]2[O:30]1. (2) Given the reactants [N+:1]([C:4]1[CH:5]=[C:6]([C:10](=[O:12])[CH3:11])[CH:7]=[CH:8][CH:9]=1)([O-:3])=[O:2].S(Cl)([Cl:16])(=O)=O, predict the reaction product. The product is: [Cl:16][CH2:11][C:10]([C:6]1[CH:7]=[CH:8][CH:9]=[C:4]([N+:1]([O-:3])=[O:2])[CH:5]=1)=[O:12]. (3) The product is: [CH:11]1([CH2:10][C:7]2[CH:6]=[CH:5][C:4]([C:3]([OH:19])=[O:2])=[CH:9][CH:8]=2)[CH2:18][CH2:17][CH2:16][CH2:15][CH2:14][C:13]#[C:12]1. Given the reactants C[O:2][C:3](=[O:19])[C:4]1[CH:9]=[CH:8][C:7]([CH2:10][CH:11]2[CH2:18][CH2:17][CH2:16][CH2:15][CH2:14][C:13]#[C:12]2)=[CH:6][CH:5]=1.[Li+].[OH-], predict the reaction product. (4) Given the reactants [OH:1][C:2]1[C:7]([O:8][CH2:9][CH2:10][O:11][CH2:12][CH2:13][O:14][CH2:15][CH2:16][O:17][CH3:18])=[CH:6][CH:5]=[CH:4][C:3]=1[C:19]1[S:20][CH2:21][C@:22]([CH3:27])([C:24]([OH:26])=[O:25])[N:23]=1.I[CH:29]([CH3:31])[CH3:30].C(N(CC)C(C)C)(C)C, predict the reaction product. The product is: [OH:1][C:2]1[C:7]([O:8][CH2:9][CH2:10][O:11][CH2:12][CH2:13][O:14][CH2:15][CH2:16][O:17][CH3:18])=[CH:6][CH:5]=[CH:4][C:3]=1[C:19]1[S:20][CH2:21][C@:22]([CH3:27])([C:24]([O:26][CH:29]([CH3:31])[CH3:30])=[O:25])[N:23]=1. (5) Given the reactants Cl[C:2]1[C:11]2=[N:12][N:13](CC3C=CC(OC)=CC=3)[CH:14]=[C:10]2[C:9]2[CH:8]=[C:7]([O:24][CH3:25])[CH:6]=[CH:5][C:4]=2[N:3]=1.[NH:26]1[C:34]2[C:29](=[CH:30][CH:31]=[C:32]([NH2:35])[CH:33]=2)[CH:28]=[CH:27]1.Cl, predict the reaction product. The product is: [NH:26]1[C:34]2[C:29](=[CH:30][CH:31]=[C:32]([NH:35][C:2]3[C:11]4[NH:12][N:13]=[CH:14][C:10]=4[C:9]4[CH:8]=[C:7]([O:24][CH3:25])[CH:6]=[CH:5][C:4]=4[N:3]=3)[CH:33]=2)[CH:28]=[CH:27]1. (6) Given the reactants C=[C:2]1[CH2:5][CH:4]([NH:6][C:7](=[O:13])[O:8][C:9]([CH3:12])([CH3:11])[CH3:10])[CH2:3]1.[O:14]=[O+][O-].CCOC(C)=O, predict the reaction product. The product is: [O:14]=[C:2]1[CH2:5][CH:4]([NH:6][C:7](=[O:13])[O:8][C:9]([CH3:12])([CH3:11])[CH3:10])[CH2:3]1.